Regression. Given two drug SMILES strings and cell line genomic features, predict the synergy score measuring deviation from expected non-interaction effect. From a dataset of NCI-60 drug combinations with 297,098 pairs across 59 cell lines. (1) Drug 1: CCCCCOC(=O)NC1=NC(=O)N(C=C1F)C2C(C(C(O2)C)O)O. Drug 2: C1CNP(=O)(OC1)N(CCCl)CCCl. Cell line: CCRF-CEM. Synergy scores: CSS=8.07, Synergy_ZIP=0.990, Synergy_Bliss=1.69, Synergy_Loewe=6.00, Synergy_HSA=0.999. (2) Synergy scores: CSS=16.1, Synergy_ZIP=2.92, Synergy_Bliss=6.08, Synergy_Loewe=-5.46, Synergy_HSA=2.99. Drug 1: CC(C1=C(C=CC(=C1Cl)F)Cl)OC2=C(N=CC(=C2)C3=CN(N=C3)C4CCNCC4)N. Cell line: M14. Drug 2: CC1CCC2CC(C(=CC=CC=CC(CC(C(=O)C(C(C(=CC(C(=O)CC(OC(=O)C3CCCCN3C(=O)C(=O)C1(O2)O)C(C)CC4CCC(C(C4)OC)O)C)C)O)OC)C)C)C)OC. (3) Drug 1: CC1=C(C(CCC1)(C)C)C=CC(=CC=CC(=CC(=O)O)C)C. Drug 2: CC1CCC2CC(C(=CC=CC=CC(CC(C(=O)C(C(C(=CC(C(=O)CC(OC(=O)C3CCCCN3C(=O)C(=O)C1(O2)O)C(C)CC4CCC(C(C4)OC)OCCO)C)C)O)OC)C)C)C)OC. Cell line: IGROV1. Synergy scores: CSS=2.16, Synergy_ZIP=-1.85, Synergy_Bliss=-4.46, Synergy_Loewe=-68.9, Synergy_HSA=-4.09.